Dataset: Full USPTO retrosynthesis dataset with 1.9M reactions from patents (1976-2016). Task: Predict the reactants needed to synthesize the given product. (1) Given the product [Si:7]([O:6][CH2:5][C@H:4]([C:14]1[CH:15]=[CH:16][N:17]=[CH:18][CH:19]=1)[NH2:1])([C:10]([CH3:13])([CH3:12])[CH3:11])([CH3:9])[CH3:8], predict the reactants needed to synthesize it. The reactants are: [N:1]([C@@H:4]([C:14]1[CH:19]=[CH:18][N:17]=[CH:16][CH:15]=1)[CH2:5][O:6][Si:7]([C:10]([CH3:13])([CH3:12])[CH3:11])([CH3:9])[CH3:8])=[N+]=[N-]. (2) Given the product [F:1][C:2]1[CH:3]=[C:4]([NH:10][C:11]2[C:16]([C:17]3[N:22]=[C:21]([CH3:23])[N:20]=[C:19]([NH2:24])[CH:18]=3)=[CH:15][C:14]([C@H:43]([N:45]3[CH2:46][CH2:47][N:48]([S:51]([CH3:54])(=[O:53])=[O:52])[CH2:49][CH2:50]3)[CH3:44])=[CH:13][N:12]=2)[CH:5]=[N:6][C:7]=1[O:8][CH3:9], predict the reactants needed to synthesize it. The reactants are: [F:1][C:2]1[CH:3]=[C:4]([NH:10][C:11]2[C:16]([C:17]3[N:22]=[C:21]([CH3:23])[N:20]=[C:19]([N:24](CC4C=CC(OC)=CC=4)CC4C=CC(OC)=CC=4)[CH:18]=3)=[CH:15][C:14]([C@H:43]([N:45]3[CH2:50][CH2:49][N:48]([S:51]([CH3:54])(=[O:53])=[O:52])[CH2:47][CH2:46]3)[CH3:44])=[CH:13][N:12]=2)[CH:5]=[N:6][C:7]=1[O:8][CH3:9]. (3) Given the product [CH3:15][O:14][C:12]1[CH:11]=[C:10]([CH3:16])[N:9]=[C:8]([C:6]2[CH:5]=[CH:4][CH:3]=[C:2]([C:19]#[C:18][CH2:17][OH:20])[N:7]=2)[CH:13]=1, predict the reactants needed to synthesize it. The reactants are: Br[C:2]1[N:7]=[C:6]([C:8]2[CH:13]=[C:12]([O:14][CH3:15])[CH:11]=[C:10]([CH3:16])[N:9]=2)[CH:5]=[CH:4][CH:3]=1.[CH2:17]([OH:20])[C:18]#[CH:19].C(NC(C)C)(C)C.